This data is from Full USPTO retrosynthesis dataset with 1.9M reactions from patents (1976-2016). The task is: Predict the reactants needed to synthesize the given product. (1) Given the product [C:1]([N:8]1[CH2:14][CH2:13][CH2:12][N:11]([C:15]2[CH:16]=[C:17]([F:37])[C:18]3[N:19]([C:30]([O:32][C:33]([CH3:36])([CH3:35])[CH3:34])=[O:31])[C:20]4[C:25]([S:26][C:27]=3[CH:28]=2)=[CH:24][C:23]([N:97]2[CH2:102][CH2:101][O:100][CH2:99][CH2:98]2)=[CH:22][CH:21]=4)[CH2:10][CH2:9]1)([O:3][C:4]([CH3:7])([CH3:6])[CH3:5])=[O:2], predict the reactants needed to synthesize it. The reactants are: [C:1]([N:8]1[CH2:14][CH2:13][CH2:12][N:11]([C:15]2[CH:16]=[C:17]([F:37])[C:18]3[N:19]([C:30]([O:32][C:33]([CH3:36])([CH3:35])[CH3:34])=[O:31])[C:20]4[C:25]([S:26][C:27]=3[CH:28]=2)=[CH:24][C:23](Br)=[CH:22][CH:21]=4)[CH2:10][CH2:9]1)([O:3][C:4]([CH3:7])([CH3:6])[CH3:5])=[O:2].C1(C)C=CC=CC=1.C1C=CC(P(C2C(C3C(P(C4C=CC=CC=4)C4C=CC=CC=4)=CC=C4C=3C=CC=C4)=C3C(C=CC=C3)=CC=2)C2C=CC=CC=2)=CC=1.C([O-])([O-])=O.[Cs+].[Cs+].[NH:97]1[CH2:102][CH2:101][O:100][CH2:99][CH2:98]1. (2) Given the product [CH3:24][C:25]1[CH:30]=[C:29]([CH3:31])[CH:28]=[CH:27][C:26]=1[C@H:32]([C:34]1[CH:39]=[CH:38][CH:37]=[CH:36][CH:35]=1)[NH:33][C:16](=[O:18])[CH2:15][C:12]1[CH:13]=[CH:14][C:8]2[O:7][C:6]([C:4](=[O:5])[C:3]3[CH:19]=[CH:20][N:21]=[CH:22][C:2]=3[CH3:1])=[CH:10][C:9]=2[CH:11]=1, predict the reactants needed to synthesize it. The reactants are: [CH3:1][C:2]1[CH:22]=[N:21][CH:20]=[CH:19][C:3]=1[C:4]([C:6]1[O:7][C:8]2[CH:14]=[CH:13][C:12]([CH2:15][C:16]([OH:18])=O)=[CH:11][C:9]=2[CH:10]=1)=[O:5].Cl.[CH3:24][C:25]1[CH:30]=[C:29]([CH3:31])[CH:28]=[CH:27][C:26]=1[C@H:32]([C:34]1[CH:39]=[CH:38][CH:37]=[CH:36][CH:35]=1)[NH2:33]. (3) Given the product [S:1]1[CH:5]=[CH:4][CH:3]=[C:2]1[S:6]([O:29][C:26]1[CH:25]=[CH:24][C:23]([C:22]2[N:18]([C:12]3[CH:13]=[CH:14][C:15]([Cl:17])=[CH:16][C:11]=3[Cl:10])[N:19]=[C:20]([C:31]([NH:33][N:34]3[CH2:35][CH2:36][CH2:37][CH2:38][CH2:39]3)=[O:32])[C:21]=2[CH3:30])=[CH:28][CH:27]=1)(=[O:8])=[O:7], predict the reactants needed to synthesize it. The reactants are: [S:1]1[CH:5]=[CH:4][CH:3]=[C:2]1[S:6](Cl)(=[O:8])=[O:7].[Cl:10][C:11]1[CH:16]=[C:15]([Cl:17])[CH:14]=[CH:13][C:12]=1[N:18]1[C:22]([C:23]2[CH:28]=[CH:27][C:26]([OH:29])=[CH:25][CH:24]=2)=[C:21]([CH3:30])[C:20]([C:31]([NH:33][N:34]2[CH2:39][CH2:38][CH2:37][CH2:36][CH2:35]2)=[O:32])=[N:19]1.O.